From a dataset of Full USPTO retrosynthesis dataset with 1.9M reactions from patents (1976-2016). Predict the reactants needed to synthesize the given product. (1) Given the product [C:1]1([C:7]2[N:8]=[C:9]([C:12]3([CH2:18][NH:19][C:32]([C:30]4[S:31][C:27]([C:24]5[N:23]=[C:22]([C:21]([F:36])([F:20])[F:35])[O:26][N:25]=5)=[CH:28][CH:29]=4)=[O:33])[CH2:13][CH2:14][O:15][CH2:16][CH2:17]3)[S:10][CH:11]=2)[CH:2]=[CH:3][CH:4]=[CH:5][CH:6]=1, predict the reactants needed to synthesize it. The reactants are: [C:1]1([C:7]2[N:8]=[C:9]([C:12]3([CH2:18][NH2:19])[CH2:17][CH2:16][O:15][CH2:14][CH2:13]3)[S:10][CH:11]=2)[CH:6]=[CH:5][CH:4]=[CH:3][CH:2]=1.[F:20][C:21]([F:36])([F:35])[C:22]1[O:26][N:25]=[C:24]([C:27]2[S:31][C:30]([C:32](O)=[O:33])=[CH:29][CH:28]=2)[N:23]=1. (2) Given the product [F:19][C:14]1[CH:15]=[CH:16][CH:17]=[CH:18][C:13]=1[CH2:12][NH:11][CH2:10][C:8]1[CH:9]=[CH:2][C:3]([C:4]#[N:5])=[CH:6][CH:7]=1, predict the reactants needed to synthesize it. The reactants are: F[C:2]1[CH:9]=[C:8]([CH2:10][NH:11][CH2:12][C:13]2[CH:18]=[CH:17][CH:16]=[CH:15][C:14]=2[F:19])[CH:7]=[CH:6][C:3]=1[C:4]#[N:5].FC1C=CC=CC=1CN.BrCC1C=CC(C#N)=CC=1.